Dataset: Reaction yield outcomes from USPTO patents with 853,638 reactions. Task: Predict the reaction yield, written as a fraction of the theoretical maximum amount of product (1.0 means a 100% yield; for example, 0.34 means a 34% yield). (1) The reactants are [Br:1][C:2]1[CH:7]=[CH:6][C:5]([C:8](=NN(C)C)[C:9](=[O:14])[C:10]([F:13])([F:12])[F:11])=[CH:4][CH:3]=1.S(=O)(=O)(O)[OH:20]. The product is [Br:1][C:2]1[CH:7]=[CH:6][C:5]([C:8](=[O:20])[C:9](=[O:14])[C:10]([F:13])([F:12])[F:11])=[CH:4][CH:3]=1. No catalyst specified. The yield is 0.920. (2) The reactants are C(OC(C1ON=C(C2C=CC(N)=CC=2)C=1)=O)C.C1(N=C=O)CCCCC1.[CH2:27]([O:29][C:30]([C:32]1[O:36][N:35]=[C:34]([C:37]2[CH:42]=[CH:41][C:40]([NH:43][C:44]([NH:46][C:47]3[CH:52]=[CH:51][CH:50]=[CH:49][CH:48]=3)=[O:45])=[CH:39][CH:38]=2)[CH:33]=1)=[O:31])[CH3:28].[K+].[Br-]. No catalyst specified. The product is [CH2:27]([O:29][C:30]([C:32]1[O:36][N:35]=[C:34]([C:37]2[CH:38]=[CH:39][C:40]([NH:43][C:44]([NH:46][CH:47]3[CH2:52][CH2:51][CH2:50][CH2:49][CH2:48]3)=[O:45])=[CH:41][CH:42]=2)[CH:33]=1)=[O:31])[CH3:28]. The yield is 0.750. (3) The reactants are [Cl:1][C:2]1[N:7]=[C:6]([N:8]([CH:20]2[CH2:25][CH2:24][CH2:23][CH2:22][CH2:21]2)[CH2:9][C:10]([F:19])([F:18])[C:11](=[O:17])C(OCC)=O)[C:5]([N+:26]([O-])=O)=[CH:4][N:3]=1.Cl. The catalyst is C(O)(=O)C.[Fe]. The product is [Cl:1][C:2]1[N:3]=[CH:4][C:5]2[NH:26][C:11](=[O:17])[C:10]([F:19])([F:18])[CH2:9][N:8]([CH:20]3[CH2:25][CH2:24][CH2:23][CH2:22][CH2:21]3)[C:6]=2[N:7]=1. The yield is 0.620. (4) The reactants are [F:1][C:2]1[CH:7]=[CH:6][C:5]([C:8]2[CH:16]=[CH:15][CH:14]=[C:13]3[C:9]=2[CH2:10][C:11](=[O:17])[NH:12]3)=[CH:4][CH:3]=1.[N:18]1([CH2:23][CH2:24][NH:25][C:26]([C:28]2[C:32]([CH3:33])=[C:31]([CH:34]=O)[NH:30][C:29]=2[CH3:36])=[O:27])[CH:22]=[CH:21][N:20]=[N:19]1. The catalyst is C(O)C.N1CCCCC1. The product is [N:18]1([CH2:23][CH2:24][NH:25][C:26]([C:28]2[C:32]([CH3:33])=[C:31]([CH:34]=[C:10]3[C:9]4[C:13](=[CH:14][CH:15]=[CH:16][C:8]=4[C:5]4[CH:4]=[CH:3][C:2]([F:1])=[CH:7][CH:6]=4)[NH:12][C:11]3=[O:17])[NH:30][C:29]=2[CH3:36])=[O:27])[CH:22]=[CH:21][N:20]=[N:19]1. The yield is 0.360. (5) The reactants are [CH:1]([C:3]1[S:7][C:6]([CH2:8][C:9]([O:11][CH3:12])=[O:10])=[CH:5][CH:4]=1)=[O:2].[BH4-].[Na+].C(O)(=O)C. The catalyst is CO.O1CCCC1. The product is [OH:2][CH2:1][C:3]1[S:7][C:6]([CH2:8][C:9]([O:11][CH3:12])=[O:10])=[CH:5][CH:4]=1. The yield is 0.280. (6) The reactants are Cl.Cl[C:3]1[CH:8]=[C:7]([C:9]2[CH:14]=[C:13]([Cl:15])[CH:12]=[C:11]([Cl:16])[C:10]=2[Cl:17])[N:6]=[C:5]([NH2:18])[N:4]=1.[NH2:19][C:20]1[CH:25]=[CH:24][C:23]([C:26](=[N:28][OH:29])[CH3:27])=[CH:22][CH:21]=1. No catalyst specified. The product is [NH2:18][C:5]1[N:4]=[C:3]([NH:19][C:20]2[CH:21]=[CH:22][C:23]([C:26](=[N:28][OH:29])[CH3:27])=[CH:24][CH:25]=2)[CH:8]=[C:7]([C:9]2[CH:14]=[C:13]([Cl:15])[CH:12]=[C:11]([Cl:16])[C:10]=2[Cl:17])[N:6]=1. The yield is 0.120. (7) The reactants are Br[C:2]1[CH:3]=[C:4]2[C:8](=[CH:9][CH:10]=1)[NH:7][C:6](=[O:11])[C:5]12[CH2:16][CH2:15][CH2:14][CH2:13][CH2:12]1.B([C:20]1[N:21]([C:25]([O:27][C:28]([CH3:31])([CH3:30])[CH3:29])=[O:26])[CH:22]=[CH:23][CH:24]=1)(O)O.C([O-])([O-])=O.[K+].[K+]. The catalyst is O. The product is [O:11]=[C:6]1[C:5]2([CH2:16][CH2:15][CH2:14][CH2:13][CH2:12]2)[C:4]2[C:8](=[CH:9][CH:10]=[C:2]([C:20]3[N:21]([C:25]([O:27][C:28]([CH3:31])([CH3:30])[CH3:29])=[O:26])[CH:22]=[CH:23][CH:24]=3)[CH:3]=2)[NH:7]1. The yield is 0.760. (8) The reactants are [F:1][C:2]([F:21])([F:20])[O:3][C:4]1[CH:19]=[CH:18][C:7]([O:8][CH:9]2[CH2:12][N:11]([CH2:13][CH2:14][C:15](O)=[O:16])[CH2:10]2)=[CH:6][CH:5]=1.S(Cl)([Cl:24])=O. No catalyst specified. The product is [F:1][C:2]([F:21])([F:20])[O:3][C:4]1[CH:19]=[CH:18][C:7]([O:8][CH:9]2[CH2:12][N:11]([CH2:13][CH2:14][C:15]([Cl:24])=[O:16])[CH2:10]2)=[CH:6][CH:5]=1. The yield is 1.00. (9) The reactants are [CH3:13][C:12]([O:11][C:9](O[C:9]([O:11][C:12]([CH3:15])([CH3:14])[CH3:13])=[O:10])=[O:10])([CH3:15])[CH3:14].[NH2:16][CH2:17][C:18]1[CH:23]=[CH:22][C:21]([C:24]2[CH:29]=[CH:28][CH:27]=[CH:26][C:25]=2[O:30][CH2:31][CH3:32])=[C:20]([NH2:33])[CH:19]=1. The catalyst is O1CCOCC1. The product is [C:12]([O:11][C:9](=[O:10])[NH:16][CH2:17][C:18]1[CH:23]=[CH:22][C:21]([C:24]2[CH:29]=[CH:28][CH:27]=[CH:26][C:25]=2[O:30][CH2:31][CH3:32])=[C:20]([NH2:33])[CH:19]=1)([CH3:13])([CH3:14])[CH3:15]. The yield is 0.310.